Regression/Classification. Given a drug SMILES string, predict its absorption, distribution, metabolism, or excretion properties. Task type varies by dataset: regression for continuous measurements (e.g., permeability, clearance, half-life) or binary classification for categorical outcomes (e.g., BBB penetration, CYP inhibition). Dataset: cyp2c9_veith. From a dataset of CYP2C9 inhibition data for predicting drug metabolism from PubChem BioAssay. (1) The compound is COc1ccc2cc3cc(C(=O)NCCCN4CCOCC4)oc3nc2c1. The result is 0 (non-inhibitor). (2) The result is 0 (non-inhibitor). The compound is CSc1nc(C)c2c(n1)N(c1ccc(C(F)(F)F)cc1)CC2. (3) The compound is C[C@@]1(C(=O)O)[C@H]2CC[C@H](O2)[C@]1(C)C(=O)O. The result is 0 (non-inhibitor). (4) The drug is Cc1cccc(N2CCN(CC(=O)Nc3ccc(-n4cnnn4)cc3)CC2)c1C. The result is 0 (non-inhibitor).